From a dataset of Full USPTO retrosynthesis dataset with 1.9M reactions from patents (1976-2016). Predict the reactants needed to synthesize the given product. (1) Given the product [N+:18]([C:14]1[CH:13]=[C:12]([CH:9]2[CH2:10][S:7][C:6]([NH2:5])=[N:8]2)[CH:17]=[CH:16][CH:15]=1)([O-:20])=[O:19], predict the reactants needed to synthesize it. The reactants are: C([NH:5][C:6]([NH:8][CH:9]([C:12]1[CH:17]=[CH:16][CH:15]=[C:14]([N+:18]([O-:20])=[O:19])[CH:13]=1)[CH2:10]O)=[S:7])(C)(C)C.Cl. (2) Given the product [N:6]1[CH:5]=[C:4]([C:3]2[CH:12]=[C:11]([C:13]3[CH:20]=[CH:19][C:16]([C:17]#[N:18])=[CH:15][CH:14]=3)[O:1][N:2]=2)[CH:9]=[N:8][CH:7]=1, predict the reactants needed to synthesize it. The reactants are: [OH:1][N:2]=[C:3](Cl)[C:4]1[CH:5]=[N:6][CH:7]=[N:8][CH:9]=1.[C:11]([C:13]1[CH:20]=[CH:19][C:16]([C:17]#[N:18])=[CH:15][CH:14]=1)#[CH:12].N. (3) Given the product [Cl:17][C:4]1[CH:3]=[C:2]([C:21]2[CH:20]=[C:19]([F:18])[C:24]([F:25])=[C:23]([F:26])[CH:22]=2)[C:10]2[N:9]3[CH2:11][CH2:12][NH:13][C:14](=[O:15])[C:8]3=[C:7]([CH3:16])[C:6]=2[CH:5]=1, predict the reactants needed to synthesize it. The reactants are: Br[C:2]1[C:10]2[N:9]3[CH2:11][CH2:12][NH:13][C:14](=[O:15])[C:8]3=[C:7]([CH3:16])[C:6]=2[CH:5]=[C:4]([Cl:17])[CH:3]=1.[F:18][C:19]1[CH:20]=[C:21](B(O)O)[CH:22]=[C:23]([F:26])[C:24]=1[F:25]. (4) The reactants are: C[O:2][C:3]([C:5]1[C:6]2[CH:7]=[N:8][N:9]([CH2:15][CH3:16])[C:10]=2[CH:11]=[C:12]([Br:14])[CH:13]=1)=[O:4].O[Li].O. Given the product [Br:14][C:12]1[CH:13]=[C:5]([C:3]([OH:4])=[O:2])[C:6]2[CH:7]=[N:8][N:9]([CH2:15][CH3:16])[C:10]=2[CH:11]=1, predict the reactants needed to synthesize it. (5) Given the product [Cl:14][C:13]1[C:3]2[CH2:2][N:29]([CH:27]([C:24]3[CH:23]=[C:22]([CH3:30])[C:21]([O:20][CH2:19][CH:16]4[CH2:18][CH2:17]4)=[CH:26][N:25]=3)[CH3:28])[C:5](=[O:7])[C:4]=2[CH:10]=[CH:11][N:12]=1, predict the reactants needed to synthesize it. The reactants are: Br[CH2:2][C:3]1[C:13]([Cl:14])=[N:12][CH:11]=[CH:10][C:4]=1[C:5]([O:7]CC)=O.Cl.[CH:16]1([CH2:19][O:20][C:21]2[C:22]([CH3:30])=[CH:23][C:24]([CH:27]([NH2:29])[CH3:28])=[N:25][CH:26]=2)[CH2:18][CH2:17]1. (6) Given the product [CH2:1]([N:8]1[C:9]2[CH:10]=[CH:11][C:12]([C:21]3[CH:22]=[CH:23][C:24]([OH:27])=[CH:25][CH:26]=3)=[CH:13][C:14]=2[C:15]2[CH2:16][CH2:17][CH2:18][CH2:19][C:20]1=2)[C:2]1[CH:3]=[CH:4][CH:5]=[CH:6][CH:7]=1, predict the reactants needed to synthesize it. The reactants are: [CH2:1]([N:8]1[C:20]2[CH2:19][CH2:18][CH2:17][CH2:16][C:15]=2[C:14]2[C:9]1=[CH:10][CH:11]=[C:12]([C:21]1[CH:26]=[CH:25][C:24]([O:27]C)=[CH:23][CH:22]=1)[CH:13]=2)[C:2]1[CH:7]=[CH:6][CH:5]=[CH:4][CH:3]=1.B(Br)(Br)Br. (7) Given the product [CH3:17][S:18]([NH:1][C:2]1[CH:16]=[CH:15][C:5]2[N:6]([CH2:10][C:11]([O:13][CH3:14])=[O:12])[C:7](=[O:9])[O:8][C:4]=2[CH:3]=1)(=[O:20])=[O:19], predict the reactants needed to synthesize it. The reactants are: [NH2:1][C:2]1[CH:16]=[CH:15][C:5]2[N:6]([CH2:10][C:11]([O:13][CH3:14])=[O:12])[C:7](=[O:9])[O:8][C:4]=2[CH:3]=1.[CH3:17][S:18](Cl)(=[O:20])=[O:19].